This data is from Full USPTO retrosynthesis dataset with 1.9M reactions from patents (1976-2016). The task is: Predict the reactants needed to synthesize the given product. Given the product [CH3:7][C:8]1([C:3]#[N:4])[C:17]2[C:12](=[CH:13][CH:14]=[CH:15][CH:16]=2)[CH2:11][CH2:10][CH2:9]1, predict the reactants needed to synthesize it. The reactants are: C[Si](C)(C)[C:3]#[N:4].[CH3:7][C:8]1(O)[C:17]2[C:12](=[CH:13][CH:14]=[CH:15][CH:16]=2)[CH2:11][CH2:10][CH2:9]1.